Dataset: Reaction yield outcomes from USPTO patents with 853,638 reactions. Task: Predict the reaction yield, written as a fraction of the theoretical maximum amount of product (1.0 means a 100% yield; for example, 0.34 means a 34% yield). (1) The reactants are [CH2:1]([NH:8][C:9]1[N:17]=[C:16](F)[N:15]=[C:14]2[C:10]=1[N:11]=[CH:12][N:13]2[CH:19]([CH3:21])[CH3:20])[C:2]1[CH:7]=[CH:6][CH:5]=[CH:4][CH:3]=1.C1CCN2C(=NCCC2)CC1.[NH2:33][C@H:34]([CH2:38][CH3:39])[C:35]([OH:37])=[O:36]. The catalyst is CN1C(=O)CCC1.C(O)(=O)CC(CC(O)=O)(C(O)=O)O.C(Cl)Cl. The product is [CH2:1]([NH:8][C:9]1[N:17]=[C:16]([NH:33][C@H:34]([CH2:38][CH3:39])[C:35]([OH:37])=[O:36])[N:15]=[C:14]2[C:10]=1[N:11]=[CH:12][N:13]2[CH:19]([CH3:21])[CH3:20])[C:2]1[CH:7]=[CH:6][CH:5]=[CH:4][CH:3]=1. The yield is 0.744. (2) The reactants are [NH2:1][C:2]1[CH:7]=[CH:6][C:5]([C:8]2[CH:13]=[CH:12][C:11]([CH:14]([N:22]([CH3:39])[C:23](=[O:38])[CH2:24][N:25]3[C:30]4[CH:31]=[C:32]([Cl:36])[C:33]([Cl:35])=[CH:34][C:29]=4[O:28][CH2:27][C:26]3=[O:37])[CH2:15][N:16]3[CH2:21][CH2:20][O:19][CH2:18][CH2:17]3)=[CH:10][CH:9]=2)=[CH:4][CH:3]=1.[C:40](Cl)(=[O:43])[CH2:41][CH3:42].C(N(CC)CC)C. The catalyst is ClCCl. The product is [Cl:36][C:32]1[C:33]([Cl:35])=[CH:34][C:29]2[O:28][CH2:27][C:26](=[O:37])[N:25]([CH2:24][C:23]([N:22]([CH3:39])[CH:14]([C:11]3[CH:12]=[CH:13][C:8]([C:5]4[CH:4]=[CH:3][C:2]([NH:1][C:40](=[O:43])[CH2:41][CH3:42])=[CH:7][CH:6]=4)=[CH:9][CH:10]=3)[CH2:15][N:16]3[CH2:17][CH2:18][O:19][CH2:20][CH2:21]3)=[O:38])[C:30]=2[CH:31]=1. The yield is 0.170. (3) The reactants are FC(F)(F)C(O)=O.[Cl:8][C:9]1[CH:10]=[C:11]([C:19]2[S:23][C:22]([N:24]3[CH:32]=[C:27]4[CH2:28][NH:29][CH2:30][CH2:31][C:26]4=[N:25]3)=[N:21][N:20]=2)[CH:12]=[CH:13][C:14]=1[O:15][CH:16]([CH3:18])[CH3:17].[C:33]([O:37]C(C)(C)C)(=[O:36])[CH:34]=[CH2:35].C(N(CC)CC)C.FC(F)(F)C(O)=O. The catalyst is CCCCO.C1COCC1. The product is [Cl:8][C:9]1[CH:10]=[C:11]([C:19]2[S:23][C:22]([N:24]3[CH:32]=[C:27]4[CH2:28][N:29]([CH2:35][CH2:34][C:33]([OH:37])=[O:36])[CH2:30][CH2:31][C:26]4=[N:25]3)=[N:21][N:20]=2)[CH:12]=[CH:13][C:14]=1[O:15][CH:16]([CH3:18])[CH3:17]. The yield is 0.210. (4) The reactants are [CH3:1][C:2]1[N:6]([CH3:7])[C:5]2[CH:8]=[CH:9][C:10]3[C@H:11]([OH:22])[CH2:12][C@H:13]([C:16]4[CH:21]=[CH:20][CH:19]=[CH:18][CH:17]=4)[O:14][C:15]=3[C:4]=2[N:3]=1.CS(O)(=O)=O.C(=O)(O)[O-].[Na+].[CH3:33][O:34][CH2:35][CH2:36]O. No catalyst specified. The product is [CH3:33][O:34][CH2:35][CH2:36][O:22][CH:11]1[C:10]2[CH:9]=[CH:8][C:5]3[N:6]([CH3:7])[C:2]([CH3:1])=[N:3][C:4]=3[C:15]=2[O:14][CH:13]([C:16]2[CH:17]=[CH:18][CH:19]=[CH:20][CH:21]=2)[CH2:12]1. The yield is 0.170. (5) The reactants are [Cl:1][C:2]1[C:7]([F:8])=[CH:6][CH:5]=[C:4]([Cl:9])[C:3]=1/[CH:10]=[N:11]/[N:12]1[C:20]2[C:15](=[N:16][CH:17]=[C:18]([C:21]3[CH:22]=[N:23][N:24]([CH:26]4[CH2:31][CH2:30][N:29](C(OC(C)(C)C)=O)[CH2:28][CH2:27]4)[CH:25]=3)[CH:19]=2)[CH:14]=[CH:13]1.Cl. The catalyst is CO. The product is [Cl:1][C:2]1[C:7]([F:8])=[CH:6][CH:5]=[C:4]([Cl:9])[C:3]=1/[CH:10]=[N:11]/[N:12]1[C:20]2[C:15](=[N:16][CH:17]=[C:18]([C:21]3[CH:22]=[N:23][N:24]([CH:26]4[CH2:27][CH2:28][NH:29][CH2:30][CH2:31]4)[CH:25]=3)[CH:19]=2)[CH:14]=[CH:13]1. The yield is 0.530. (6) The reactants are [C:1]1(=[CH:7][C:8]#[N:9])[CH2:6][CH2:5][CH2:4][CH2:3][CH2:2]1.[N+:10]([CH3:13])([O-:12])=[O:11].[F-].C([N+](CCCC)(CCCC)CCCC)CCC. The catalyst is O1CCCC1.C(OCC)(=O)C. The product is [N+:10]([CH2:13][C:1]1([CH2:7][C:8]#[N:9])[CH2:6][CH2:5][CH2:4][CH2:3][CH2:2]1)([O-:12])=[O:11]. The yield is 0.710. (7) The reactants are Cl.[N:2]1([CH2:8][CH2:9][CH2:10][C:11]([OH:13])=O)[CH2:7][CH2:6][CH2:5][CH2:4][CH2:3]1.C1N=CN(C(N2C=NC=C2)=O)C=1.[NH2:26][C:27]1[NH:31][N:30]=[C:29]([C:32]2[CH:33]=[CH:34][C:35](=[O:41])[N:36]([CH:38]([F:40])[F:39])[CH:37]=2)[CH:28]=1. The catalyst is CN(C=O)C. The product is [F:40][CH:38]([F:39])[N:36]1[C:35](=[O:41])[CH:34]=[CH:33][C:32]([C:29]2[NH:30][N:31]=[C:27]([NH:26][C:11](=[O:13])[CH2:10][CH2:9][CH2:8][N:2]3[CH2:3][CH2:4][CH2:5][CH2:6][CH2:7]3)[CH:28]=2)=[CH:37]1. The yield is 0.130.